Dataset: Forward reaction prediction with 1.9M reactions from USPTO patents (1976-2016). Task: Predict the product of the given reaction. (1) Given the reactants [Br:1][C:2]1[CH:3]=[C:4]2[C:9](=[CH:10][CH:11]=1)[N:8]=[C:7]([Cl:12])[C:6]([CH2:13][C:14]1[CH:19]=[CH:18][C:17](Cl)=[CH:16][CH:15]=1)=[C:5]2[Cl:21].[S:22]1C(CC(C(O)=O)C(O)=O)=C[C:24]2C=CC=C[C:23]1=2, predict the reaction product. The product is: [S:22]1[C:14]([CH2:13][C:6]2[C:7]([Cl:12])=[N:8][C:9]3[C:4]([C:5]=2[Cl:21])=[CH:3][C:2]([Br:1])=[CH:11][CH:10]=3)=[CH:19][C:18]2[CH:17]=[CH:16][CH:15]=[CH:24][C:23]1=2. (2) Given the reactants C(OC(=O)/[C:7](/[C:27]#[N:28])=[CH:8]\[NH:9][C:10]1[S:11][CH:12]=[C:13]([C:19]2[CH:24]=[CH:23][C:22]([O:25][CH3:26])=[CH:21][CH:20]=2)[C:14]=1[C:15]([O:17]C)=O)(C)(C)C.C(#N)C.C(O)(C(F)(F)F)=O, predict the reaction product. The product is: [CH3:26][O:25][C:22]1[CH:21]=[CH:20][C:19]([C:13]2[C:14]3[C:15](=[O:17])[C:7]([C:27]#[N:28])=[CH:8][NH:9][C:10]=3[S:11][CH:12]=2)=[CH:24][CH:23]=1. (3) Given the reactants [H-].[Na+].F[C:4]1[CH:11]=[CH:10][C:7]([C:8]#[N:9])=[CH:6][C:5]=1[N+:12]([O-:14])=[O:13].[NH2:15][C:16]1[S:17][C:18]([CH3:23])=[CH:19][C:20]=1[C:21]#[N:22].Cl, predict the reaction product. The product is: [C:8]([C:7]1[CH:10]=[CH:11][C:4]([NH:15][C:16]2[S:17][C:18]([CH3:23])=[CH:19][C:20]=2[C:21]#[N:22])=[C:5]([N+:12]([O-:14])=[O:13])[CH:6]=1)#[N:9]. (4) Given the reactants [CH:1]1([C:4]2[CH:9]=[CH:8][C:7]([C:10]3[CH:14]=[C:13]([CH:15]([N:20]4[CH:25]=[C:24]5[N:26]=[C:27]([C:29]6[CH:34]=[CH:33][CH:32]=[C:31]([F:35])[C:30]=6[F:36])[N:28]=[C:23]5[CH:22]=[N:21]4)[C:16]([O:18][CH3:19])=[O:17])[O:12][N:11]=3)=[C:6]([C:37]([F:40])([F:39])[F:38])[CH:5]=2)[CH2:3][CH2:2]1.[OH:41][CH2:42][C:43](CO)([CH2:45][OH:46])[CH3:44].C(N(CC)CC)C.C(O)(=O)C, predict the reaction product. The product is: [CH:1]1([C:4]2[CH:9]=[CH:8][C:7]([C:10]3[CH:14]=[C:13]([CH:15]([N:20]4[CH:25]=[C:24]5[N:26]=[C:27]([C:29]6[CH:34]=[CH:33][CH:32]=[C:31]([F:35])[C:30]=6[F:36])[N:28]=[C:23]5[CH:22]=[N:21]4)[C:16]([O:18][CH2:19][C:43]([CH2:45][OH:46])([CH3:44])[CH2:42][OH:41])=[O:17])[O:12][N:11]=3)=[C:6]([C:37]([F:39])([F:38])[F:40])[CH:5]=2)[CH2:3][CH2:2]1. (5) Given the reactants F[C:2]1[N:32]=[CH:31][CH:30]=[CH:29][C:3]=1[C:4]([C:6]1[N:11]=[C:10]([N:12]2[CH2:17][CH2:16][N:15](C(OC(C)(C)C)=O)[C@@H:14]([CH2:25][CH:26]([CH3:28])[CH3:27])[CH2:13]2)[CH:9]=[N:8][CH:7]=1)=O.[NH2:33][NH2:34], predict the reaction product. The product is: [CH2:25]([C@@H:14]1[NH:15][CH2:16][CH2:17][N:12]([C:10]2[N:11]=[C:6]([C:4]3[C:3]4[C:2](=[N:32][CH:31]=[CH:30][CH:29]=4)[NH:34][N:33]=3)[CH:7]=[N:8][CH:9]=2)[CH2:13]1)[CH:26]([CH3:27])[CH3:28]. (6) Given the reactants [F:1][C:2]([F:31])([F:30])[C:3]1[CH:4]=[C:5]([CH:9]([C:24]2[CH:29]=[CH:28][CH:27]=[CH:26][CH:25]=2)[O:10][C:11]2[CH:20]=[CH:19][C:18]([N+:21]([O-])=O)=[CH:17][C:12]=2[C:13]([O:15][CH3:16])=[O:14])[CH:6]=[CH:7][CH:8]=1.[Cl-].[Ca+2].[Cl-], predict the reaction product. The product is: [NH2:21][C:18]1[CH:19]=[CH:20][C:11]([O:10][CH:9]([C:5]2[CH:6]=[CH:7][CH:8]=[C:3]([C:2]([F:1])([F:30])[F:31])[CH:4]=2)[C:24]2[CH:25]=[CH:26][CH:27]=[CH:28][CH:29]=2)=[C:12]([CH:17]=1)[C:13]([O:15][CH3:16])=[O:14]. (7) Given the reactants [CH:1]([O:4][C:5]1[CH:13]=[CH:12][C:11]([N+:14]([O-])=O)=[CH:10][C:6]=1[C:7]([OH:9])=[O:8])([CH3:3])[CH3:2], predict the reaction product. The product is: [NH2:14][C:11]1[CH:12]=[CH:13][C:5]([O:4][CH:1]([CH3:3])[CH3:2])=[C:6]([CH:10]=1)[C:7]([OH:9])=[O:8].